Dataset: NCI-60 drug combinations with 297,098 pairs across 59 cell lines. Task: Regression. Given two drug SMILES strings and cell line genomic features, predict the synergy score measuring deviation from expected non-interaction effect. (1) Drug 1: CCCS(=O)(=O)NC1=C(C(=C(C=C1)F)C(=O)C2=CNC3=C2C=C(C=N3)C4=CC=C(C=C4)Cl)F. Drug 2: CC1=C2C(C(=O)C3(C(CC4C(C3C(C(C2(C)C)(CC1OC(=O)C(C(C5=CC=CC=C5)NC(=O)C6=CC=CC=C6)O)O)OC(=O)C7=CC=CC=C7)(CO4)OC(=O)C)O)C)OC(=O)C. Cell line: SK-MEL-2. Synergy scores: CSS=33.5, Synergy_ZIP=7.04, Synergy_Bliss=7.74, Synergy_Loewe=-45.1, Synergy_HSA=5.19. (2) Drug 1: C1CN(P(=O)(OC1)NCCCl)CCCl. Drug 2: C(CN)CNCCSP(=O)(O)O. Cell line: RPMI-8226. Synergy scores: CSS=-1.16, Synergy_ZIP=-2.35, Synergy_Bliss=-5.73, Synergy_Loewe=-5.15, Synergy_HSA=-5.33. (3) Drug 1: CC1=CC=C(C=C1)C2=CC(=NN2C3=CC=C(C=C3)S(=O)(=O)N)C(F)(F)F. Drug 2: C1=CC=C(C(=C1)C(C2=CC=C(C=C2)Cl)C(Cl)Cl)Cl. Cell line: LOX IMVI. Synergy scores: CSS=3.19, Synergy_ZIP=4.52, Synergy_Bliss=9.68, Synergy_Loewe=-3.72, Synergy_HSA=-2.32. (4) Drug 1: CN1C2=C(C=C(C=C2)N(CCCl)CCCl)N=C1CCCC(=O)O.Cl. Drug 2: C1CN(CCN1C(=O)CCBr)C(=O)CCBr. Cell line: COLO 205. Synergy scores: CSS=10.3, Synergy_ZIP=-4.61, Synergy_Bliss=2.10, Synergy_Loewe=-8.22, Synergy_HSA=1.76. (5) Drug 1: CC(CN1CC(=O)NC(=O)C1)N2CC(=O)NC(=O)C2. Drug 2: CC1C(C(CC(O1)OC2CC(OC(C2O)C)OC3=CC4=CC5=C(C(=O)C(C(C5)C(C(=O)C(C(C)O)O)OC)OC6CC(C(C(O6)C)O)OC7CC(C(C(O7)C)O)OC8CC(C(C(O8)C)O)(C)O)C(=C4C(=C3C)O)O)O)O. Cell line: SK-MEL-5. Synergy scores: CSS=13.2, Synergy_ZIP=-4.09, Synergy_Bliss=4.57, Synergy_Loewe=2.62, Synergy_HSA=3.37. (6) Drug 1: COCCOC1=C(C=C2C(=C1)C(=NC=N2)NC3=CC=CC(=C3)C#C)OCCOC.Cl. Drug 2: CC1C(C(CC(O1)OC2CC(CC3=C2C(=C4C(=C3O)C(=O)C5=CC=CC=C5C4=O)O)(C(=O)C)O)N)O. Cell line: MCF7. Synergy scores: CSS=38.0, Synergy_ZIP=0.688, Synergy_Bliss=2.26, Synergy_Loewe=0.281, Synergy_HSA=3.99. (7) Drug 1: CN(CC1=CN=C2C(=N1)C(=NC(=N2)N)N)C3=CC=C(C=C3)C(=O)NC(CCC(=O)O)C(=O)O. Drug 2: COCCOC1=C(C=C2C(=C1)C(=NC=N2)NC3=CC=CC(=C3)C#C)OCCOC.Cl. Cell line: A549. Synergy scores: CSS=41.2, Synergy_ZIP=-0.748, Synergy_Bliss=0.306, Synergy_Loewe=-18.1, Synergy_HSA=-1.82. (8) Cell line: RXF 393. Synergy scores: CSS=23.4, Synergy_ZIP=-5.83, Synergy_Bliss=3.49, Synergy_Loewe=3.48, Synergy_HSA=4.76. Drug 1: CS(=O)(=O)C1=CC(=C(C=C1)C(=O)NC2=CC(=C(C=C2)Cl)C3=CC=CC=N3)Cl. Drug 2: C1=NC2=C(N1)C(=S)N=C(N2)N. (9) Drug 1: C1=C(C(=O)NC(=O)N1)N(CCCl)CCCl. Drug 2: CCCS(=O)(=O)NC1=C(C(=C(C=C1)F)C(=O)C2=CNC3=C2C=C(C=N3)C4=CC=C(C=C4)Cl)F. Cell line: NCI-H460. Synergy scores: CSS=14.3, Synergy_ZIP=-2.29, Synergy_Bliss=-5.07, Synergy_Loewe=-16.5, Synergy_HSA=-6.41.